This data is from Forward reaction prediction with 1.9M reactions from USPTO patents (1976-2016). The task is: Predict the product of the given reaction. (1) Given the reactants [Br:1][C:2]1[CH:27]=[CH:26][C:5]([O:6][C:7]2[CH:12]=[CH:11][CH:10]=[CH:9][C:8]=2[NH:13][S:14]([C:17]2[CH:25]=[CH:24][C:20]([C:21]([OH:23])=O)=[CH:19][CH:18]=2)(=[O:16])=[O:15])=[CH:4][CH:3]=1.[N:28]1[CH:33]=[CH:32][CH:31]=[N:30][C:29]=1[N:34]1[CH2:39][CH2:38][N:37]([CH2:40][CH2:41][NH2:42])[CH2:36][CH2:35]1, predict the reaction product. The product is: [Br:1][C:2]1[CH:27]=[CH:26][C:5]([O:6][C:7]2[CH:12]=[CH:11][CH:10]=[CH:9][C:8]=2[NH:13][S:14]([C:17]2[CH:25]=[CH:24][C:20]([C:21]([NH:42][CH2:41][CH2:40][N:37]3[CH2:36][CH2:35][N:34]([C:29]4[N:28]=[CH:33][CH:32]=[CH:31][N:30]=4)[CH2:39][CH2:38]3)=[O:23])=[CH:19][CH:18]=2)(=[O:16])=[O:15])=[CH:4][CH:3]=1. (2) Given the reactants [CH3:1][NH2:2].Cl.[Cl:4][C:5]1[CH:10]=[CH:9][N:8]=[C:7]([C:11]([O:13]C)=O)[CH:6]=1, predict the reaction product. The product is: [CH3:1][NH:2][C:11]([C:7]1[CH:6]=[C:5]([Cl:4])[CH:10]=[CH:9][N:8]=1)=[O:13]. (3) Given the reactants [Br:1][C:2]1[CH:11]=[C:10]2[C:5]([N:6]=[CH:7][C:8](=[O:12])[NH:9]2)=[CH:4][CH:3]=1.[CH3:13][Si](C=[N+]=[N-])(C)C.C(N(CC)CC)C, predict the reaction product. The product is: [Br:1][C:2]1[CH:11]=[C:10]2[C:5]([N:6]=[CH:7][C:8]([O:12][CH3:13])=[N:9]2)=[CH:4][CH:3]=1.